From a dataset of Reaction yield outcomes from USPTO patents with 853,638 reactions. Predict the reaction yield, written as a fraction of the theoretical maximum amount of product (1.0 means a 100% yield; for example, 0.34 means a 34% yield). (1) The reactants are [NH2:1][C:2]1[CH:3]=[CH:4][CH:5]=[C:6]2[C:10]=1[C:9](=[O:11])[N:8]([C@@H:12]([C:18]1[CH:23]=[CH:22][C:21]([O:24][CH3:25])=[C:20]([O:26][CH2:27][CH3:28])[CH:19]=1)[CH2:13][S:14]([CH3:17])(=[O:16])=[O:15])[CH2:7]2.[CH3:29][O:30][CH2:31][C:32](Cl)=[O:33].C[OH:36]. The catalyst is C1COCC1. The product is [CH2:27]([O:26][C:20]1[CH:19]=[C:18]([C@H:12]([N:8]2[C:9](=[O:11])[C:10]3[C:6](=[CH:5][CH:4]=[CH:3][C:2]=3[NH:1][C:32](=[O:33])[CH2:31][O:30][CH3:29])[C:7]2=[O:36])[CH2:13][S:14]([CH3:17])(=[O:15])=[O:16])[CH:23]=[CH:22][C:21]=1[O:24][CH3:25])[CH3:28]. The yield is 0.320. (2) The yield is 0.840. The catalyst is O1CCOCC1.CCOC(C)=O. The product is [C:17]([NH:25][C:26](=[O:27])[NH:1][C:2]1[S:6][C:5]([C:7]([O:9][C:10]([CH3:12])([CH3:11])[CH3:13])=[O:8])=[C:4]([CH3:14])[C:3]=1[C:15]#[N:16])(=[O:24])[C:18]1[CH:23]=[CH:22][CH:21]=[CH:20][CH:19]=1. The reactants are [NH2:1][C:2]1[S:6][C:5]([C:7]([O:9][C:10]([CH3:13])([CH3:12])[CH3:11])=[O:8])=[C:4]([CH3:14])[C:3]=1[C:15]#[N:16].[C:17]([N:25]=[C:26]=[O:27])(=[O:24])[C:18]1[CH:23]=[CH:22][CH:21]=[CH:20][CH:19]=1. (3) The reactants are [H-].[Na+].[Br:3][C:4]1[NH:5][CH:6]=[C:7]([Br:9])[N:8]=1.[CH3:10][Si:11]([CH2:14][CH2:15][O:16][CH2:17]Cl)([CH3:13])[CH3:12]. The catalyst is C1COCC1. The product is [Br:3][C:4]1[N:5]([CH2:17][O:16][CH2:15][CH2:14][Si:11]([CH3:13])([CH3:12])[CH3:10])[CH:6]=[C:7]([Br:9])[N:8]=1. The yield is 0.760. (4) The reactants are Br[C:2]1[N:7]=[C:6]2[N:8]([C@H:12]([C:14]3[CH:19]=[CH:18][CH:17]=[CH:16][CH:15]=3)[CH3:13])[C:9]([OH:11])=[N:10][C:5]2=[N:4][CH:3]=1.[CH3:20][S-:21].[Na+].CN1CCCC1=O. The catalyst is CCOC(C)=O. The product is [CH3:20][S:21][C:2]1[N:7]=[C:6]2[N:8]([C@H:12]([C:14]3[CH:19]=[CH:18][CH:17]=[CH:16][CH:15]=3)[CH3:13])[C:9]([OH:11])=[N:10][C:5]2=[N:4][CH:3]=1. The yield is 0.240. (5) The reactants are [F:1][C:2]1[CH:7]=[CH:6][C:5]([C:8]2[O:9][C:10]3[CH:20]=[C:19]([N:21]([CH3:26])[S:22]([CH3:25])(=[O:24])=[O:23])[C:18](B4OC(C)(C)C(C)(C)O4)=[CH:17][C:11]=3[C:12]=2[C:13]([NH:15][CH3:16])=[O:14])=[CH:4][CH:3]=1.[Br:36][C:37]1[CH:38]=[C:39](I)[C:40](=[O:44])[N:41]([CH3:43])[CH:42]=1.C([O-])([O-])=O.[K+].[K+]. The catalyst is O1CCOCC1.O.C1C=CC(P([C]2[CH][CH][CH][CH]2)C2C=CC=CC=2)=CC=1.C1C=CC(P([C]2[CH][CH][CH][CH]2)C2C=CC=CC=2)=CC=1.Cl[Pd]Cl.[Fe]. The product is [Br:36][C:37]1[CH:38]=[C:39]([C:18]2[C:19]([N:21]([CH3:26])[S:22]([CH3:25])(=[O:24])=[O:23])=[CH:20][C:10]3[O:9][C:8]([C:5]4[CH:4]=[CH:3][C:2]([F:1])=[CH:7][CH:6]=4)=[C:12]([C:13]([NH:15][CH3:16])=[O:14])[C:11]=3[CH:17]=2)[C:40](=[O:44])[N:41]([CH3:43])[CH:42]=1. The yield is 0.710.